This data is from Reaction yield outcomes from USPTO patents with 853,638 reactions. The task is: Predict the reaction yield, written as a fraction of the theoretical maximum amount of product (1.0 means a 100% yield; for example, 0.34 means a 34% yield). (1) The reactants are [CH2:1]([O:8][CH2:9][CH2:10][C@H:11]([CH2:15][C:16]([O:18][C:19]([CH3:22])([CH3:21])[CH3:20])=[O:17])[C:12]([OH:14])=[O:13])[C:2]1[CH:7]=[CH:6][CH:5]=[CH:4][CH:3]=1.[C:23]([O-])(O)=O.[Na+].CI. The catalyst is CC(N(C)C)=O. The product is [CH2:1]([O:8][CH2:9][CH2:10][C@H:11]([CH2:15][C:16]([O:18][C:19]([CH3:22])([CH3:21])[CH3:20])=[O:17])[C:12]([O:14][CH3:23])=[O:13])[C:2]1[CH:3]=[CH:4][CH:5]=[CH:6][CH:7]=1. The yield is 0.980. (2) The reactants are [Br:1][C:2]1[CH:7]=[CH:6][CH:5]=[CH:4][C:3]=1[NH:8][C:9]([NH:11][C:12]1[CH:17]=[CH:16][C:15]([Cl:18])=[C:14]([S:19]([NH:22][CH2:23][CH2:24][NH:25]C(OC(C)(C)C)=O)(=[O:21])=[O:20])[C:13]=1[OH:33])=[O:10].[F:34][C:35]([F:40])([F:39])[C:36]([OH:38])=[O:37]. No catalyst specified. The product is [F:34][C:35]([F:40])([F:39])[C:36]([OH:38])=[O:37].[NH2:25][CH2:24][CH2:23][NH:22][S:19]([C:14]1[C:13]([OH:33])=[C:12]([NH:11][C:9]([NH:8][C:3]2[CH:4]=[CH:5][CH:6]=[CH:7][C:2]=2[Br:1])=[O:10])[CH:17]=[CH:16][C:15]=1[Cl:18])(=[O:20])=[O:21]. The yield is 0.340.